Dataset: Forward reaction prediction with 1.9M reactions from USPTO patents (1976-2016). Task: Predict the product of the given reaction. (1) Given the reactants [F:1][C:2]([F:7])([F:6])[C:3]([OH:5])=[O:4].[CH2:8]([O:13][C:14]1([C:25]2[CH:30]=[CH:29][CH:28]=[CH:27][CH:26]=2)[CH2:17][N:16](C(OC(C)(C)C)=O)[CH2:15]1)[CH2:9][CH2:10][CH2:11][CH3:12], predict the reaction product. The product is: [F:1][C:2]([F:7])([F:6])[C:3]([OH:5])=[O:4].[CH2:8]([O:13][C:14]1([C:25]2[CH:30]=[CH:29][CH:28]=[CH:27][CH:26]=2)[CH2:17][NH:16][CH2:15]1)[CH2:9][CH2:10][CH2:11][CH3:12]. (2) The product is: [Cl:30][C:27]1[CH:28]=[CH:29][C:22]([N+:19]([O-:21])=[O:20])=[C:23]([CH:24]([C:5]2[CH:4]=[N:3][C:2]([Cl:1])=[CH:7][CH:6]=2)[OH:25])[CH:26]=1. Given the reactants [Cl:1][C:2]1[CH:7]=[CH:6][C:5](I)=[CH:4][N:3]=1.C([Mg]Br)CC.C1COCC1.[N+:19]([C:22]1[CH:29]=[CH:28][C:27]([Cl:30])=[CH:26][C:23]=1[CH:24]=[O:25])([O-:21])=[O:20], predict the reaction product.